From a dataset of TCR-epitope binding with 47,182 pairs between 192 epitopes and 23,139 TCRs. Binary Classification. Given a T-cell receptor sequence (or CDR3 region) and an epitope sequence, predict whether binding occurs between them. (1) The epitope is TLVPQEHYV. The TCR CDR3 sequence is CASSIRSTDTQYF. Result: 0 (the TCR does not bind to the epitope). (2) The epitope is SEPVLKGVKL. The TCR CDR3 sequence is CATGHSNQPQHF. Result: 0 (the TCR does not bind to the epitope). (3) The epitope is GILGFVFTL. The TCR CDR3 sequence is CASSQDLLGNSPLHF. Result: 0 (the TCR does not bind to the epitope). (4) The epitope is KRWIILGLNK. The TCR CDR3 sequence is CASSPGVLGNTIYF. Result: 1 (the TCR binds to the epitope). (5) The epitope is QARQMVQAMRTIGTHP. The TCR CDR3 sequence is CASSYSFTGTGTEAFF. Result: 1 (the TCR binds to the epitope). (6) The TCR CDR3 sequence is CASRGGTEAFF. The epitope is RILGAGCFV. Result: 1 (the TCR binds to the epitope). (7) The epitope is GLIYNRMGAVTTEV. The TCR CDR3 sequence is CACHADGRETQYF. Result: 1 (the TCR binds to the epitope). (8) The epitope is YLNTLTLAV. The TCR CDR3 sequence is CASSLAGGRGNIYSPLHF. Result: 1 (the TCR binds to the epitope).